Dataset: Forward reaction prediction with 1.9M reactions from USPTO patents (1976-2016). Task: Predict the product of the given reaction. (1) The product is: [Cl:25][C:26]1[CH:31]=[C:30]([Cl:32])[CH:29]=[CH:28][C:27]=1[S:33]([NH:24][C:20]1[CH:21]=[N:22][CH:23]=[C:18]([C:16]2[CH:15]=[CH:14][C:10]3[N:11]=[CH:12][N:13]=[C:8]([O:7][CH:4]4[CH2:5][CH2:6][O:1][CH2:2][CH2:3]4)[C:9]=3[N:17]=2)[CH:19]=1)(=[O:35])=[O:34]. Given the reactants [O:1]1[CH2:6][CH2:5][CH:4]([O:7][C:8]2[C:9]3[N:17]=[C:16]([C:18]4[CH:19]=[C:20]([NH2:24])[CH:21]=[N:22][CH:23]=4)[CH:15]=[CH:14][C:10]=3[N:11]=[CH:12][N:13]=2)[CH2:3][CH2:2]1.[Cl:25][C:26]1[CH:31]=[C:30]([Cl:32])[CH:29]=[CH:28][C:27]=1[S:33](Cl)(=[O:35])=[O:34], predict the reaction product. (2) Given the reactants O1[C:5]2([CH2:10][CH2:9][C:8](=[CH:11][C:12]3[CH:13]=[C:14]([CH:27]=[CH:28][CH:29]=3)[O:15][C:16]3[N:21]=[C:20]([CH3:22])[C:19]([C:23]([F:26])([F:25])[F:24])=[CH:18][CH:17]=3)[CH2:7][CH2:6]2)[O:4]CC1.Cl, predict the reaction product. The product is: [CH3:22][C:20]1[N:21]=[C:16]([O:15][C:14]2[CH:13]=[C:12]([CH:11]=[C:8]3[CH2:7][CH2:6][C:5](=[O:4])[CH2:10][CH2:9]3)[CH:29]=[CH:28][CH:27]=2)[CH:17]=[CH:18][C:19]=1[C:23]([F:26])([F:24])[F:25].